Task: Predict the product of the given reaction.. Dataset: Forward reaction prediction with 1.9M reactions from USPTO patents (1976-2016) (1) Given the reactants [Br:1][C:2]1[CH:3]=[C:4]([Cl:14])[C:5]2[O:9][CH:8]([CH2:10][OH:11])[CH:7]([OH:12])[C:6]=2[CH:13]=1.C(N(CC)CC)C.[CH3:22][S:23](Cl)(=[O:25])=[O:24].O, predict the reaction product. The product is: [CH3:22][S:23]([O:11][CH2:10][CH:8]1[CH:7]([OH:12])[C:6]2[CH:13]=[C:2]([Br:1])[CH:3]=[C:4]([Cl:14])[C:5]=2[O:9]1)(=[O:25])=[O:24]. (2) Given the reactants [F:1][C:2]([F:32])([F:31])[C:3]1[CH:4]=[C:5]([C@H:13]([O:15][C@@H:16]2[C@@H:21]([C:22]3[CH:27]=[CH:26][C:25]([F:28])=[CH:24][CH:23]=3)[C@H:20]([CH:29]=O)[CH2:19][CH2:18][O:17]2)[CH3:14])[CH:6]=[C:7]([C:9]([F:12])([F:11])[F:10])[CH:8]=1.[C:33]1([N:39]2[CH2:44][CH2:43][NH:42][CH2:41][C:40]2=[O:45])[CH:38]=[CH:37][CH:36]=[CH:35][CH:34]=1, predict the reaction product. The product is: [F:32][C:2]([F:1])([F:31])[C:3]1[CH:4]=[C:5]([C@H:13]([O:15][C@@H:16]2[C@@H:21]([C:22]3[CH:23]=[CH:24][C:25]([F:28])=[CH:26][CH:27]=3)[C@H:20]([CH2:29][N:42]3[CH2:43][CH2:44][N:39]([C:33]4[CH:34]=[CH:35][CH:36]=[CH:37][CH:38]=4)[C:40](=[O:45])[CH2:41]3)[CH2:19][CH2:18][O:17]2)[CH3:14])[CH:6]=[C:7]([C:9]([F:10])([F:11])[F:12])[CH:8]=1.